Dataset: Reaction yield outcomes from USPTO patents with 853,638 reactions. Task: Predict the reaction yield, written as a fraction of the theoretical maximum amount of product (1.0 means a 100% yield; for example, 0.34 means a 34% yield). (1) The reactants are Cl[C:2]1[C:7]([NH2:8])=[C:6]([Cl:9])[N:5]=[CH:4][N:3]=1.[Cl:10][C:11]1[CH:17]=[CH:16][CH:15]=[CH:14][C:12]=1[NH2:13]. The catalyst is C(O)CO. The product is [Cl:9][C:6]1[N:5]=[CH:4][N:3]=[C:2]([NH:13][C:12]2[CH:14]=[CH:15][CH:16]=[CH:17][C:11]=2[Cl:10])[C:7]=1[NH2:8]. The yield is 0.850. (2) The reactants are [CH:1]1([C:4]2[C:5]([N:24]([C:29]3[CH:34]=[CH:33][C:32]([N+:35]([O-])=O)=[C:31]([CH3:38])[CH:30]=3)[S:25]([CH3:28])(=[O:27])=[O:26])=[CH:6][C:7]3[O:11][C:10]([C:12]4[CH:17]=[CH:16][C:15]([F:18])=[CH:14][CH:13]=4)=[C:9]([C:19]([NH:21][CH3:22])=[O:20])[C:8]=3[CH:23]=2)[CH2:3][CH2:2]1. The catalyst is C(O)C.C1COCC1.[Pd]. The product is [NH2:35][C:32]1[CH:33]=[CH:34][C:29]([N:24]([C:5]2[C:4]([CH:1]3[CH2:3][CH2:2]3)=[CH:23][C:8]3[C:9]([C:19]([NH:21][CH3:22])=[O:20])=[C:10]([C:12]4[CH:13]=[CH:14][C:15]([F:18])=[CH:16][CH:17]=4)[O:11][C:7]=3[CH:6]=2)[S:25]([CH3:28])(=[O:27])=[O:26])=[CH:30][C:31]=1[CH3:38]. The yield is 0.860. (3) The reactants are [CH3:1][O:2][C:3]1[C:8]([CH3:9])=[CH:7][C:6]([CH3:10])=[CH:5][C:4]=1[OH:11].FC(F)(F)S(O)(=O)=O. The catalyst is CCCCCCC. The product is [CH3:1][O:2][C:3]1[C:4]2[O:11][C:6]([CH3:10])([CH3:7])[CH2:5][C:5]=2[C:6]([CH3:10])=[CH:7][C:8]=1[CH3:9]. The yield is 1.00. (4) The reactants are [CH2:1]([O:3][C:4]([C@@H:6]1[C@H:10]([CH3:11])[CH2:9][C@@H:8]([CH:12](C(OC(C)(C)C)=O)[C:13]([O:15]C(C)(C)C)=[O:14])[CH2:7]1)=[O:5])[CH3:2]. The catalyst is C(O)(C(F)(F)F)=O. The product is [CH2:1]([O:3][C:4]([C@@H:6]1[C@H:10]([CH3:11])[CH2:9][C@@H:8]([CH2:12][C:13]([OH:15])=[O:14])[CH2:7]1)=[O:5])[CH3:2]. The yield is 0.690.